Task: Predict the product of the given reaction.. Dataset: Forward reaction prediction with 1.9M reactions from USPTO patents (1976-2016) (1) Given the reactants N(C(OC(C)C)=O)=NC(OC(C)C)=O.[CH2:15]([OH:23])[CH2:16][C:17]1[CH:22]=[CH:21][CH:20]=[CH:19][CH:18]=1.O[C:25]1[CH:26]=[C:27]([CH:30]=[CH:31][CH:32]=1)[CH:28]=[O:29].C1(P(C2C=CC=CC=2)C2C=CC=CC=2)C=CC=CC=1, predict the reaction product. The product is: [C:17]1([CH2:16][CH2:15][O:23][C:25]2[CH:26]=[C:27]([CH:30]=[CH:31][CH:32]=2)[CH:28]=[O:29])[CH:22]=[CH:21][CH:20]=[CH:19][CH:18]=1. (2) Given the reactants C[C:2]1([CH3:10])[O:7][C:6](=[O:8])[CH:5]=[C:4]([CH3:9])[O:3]1.[CH:11]1(CO)[CH2:14]C[CH2:12]1, predict the reaction product. The product is: [O:3]=[C:4]([CH3:9])[CH2:5][C:6]([O:7][CH2:2][CH:10]1[CH2:14][CH2:11][CH2:12]1)=[O:8]. (3) Given the reactants [OH:1][C:2]1[CH:10]=[CH:9][C:5]([C:6]([OH:8])=[O:7])=[CH:4][CH:3]=1.[OH-].[K+].[C:13](Cl)(=[O:20])[C:14]1[CH:19]=[CH:18][CH:17]=[CH:16][CH:15]=1.Cl, predict the reaction product. The product is: [C:13]([O:1][C:2]1[CH:10]=[CH:9][C:5]([C:6]([OH:8])=[O:7])=[CH:4][CH:3]=1)(=[O:20])[C:14]1[CH:19]=[CH:18][CH:17]=[CH:16][CH:15]=1.